This data is from Catalyst prediction with 721,799 reactions and 888 catalyst types from USPTO. The task is: Predict which catalyst facilitates the given reaction. (1) Reactant: [N:1]1([C:7]2[CH:8]=[C:9]([CH2:13]O)[CH:10]=[CH:11][CH:12]=2)[CH2:6][CH2:5][O:4][CH2:3][CH2:2]1.C1C=CC(P([N:29]=[N+:30]=[N-:31])(C2C=CC=CC=2)=O)=CC=1.C1CCN2C(=NCCC2)CC1.CCOC(C)=O. Product: [N:29]([CH2:13][C:9]1[CH:8]=[C:7]([N:1]2[CH2:6][CH2:5][O:4][CH2:3][CH2:2]2)[CH:12]=[CH:11][CH:10]=1)=[N+:30]=[N-:31]. The catalyst class is: 1. (2) Reactant: [CH2:1]([O:8][C:9]([N:11]1[CH2:16][CH2:15][N:14]([N:17]2C(=O)C3C(=CC=CC=3)[C:18]2=[O:27])[C:13](=[O:28])[CH2:12]1)=[O:10])[C:2]1[CH:7]=[CH:6][CH:5]=[CH:4][CH:3]=1.NN.[C:31]1([C:37]2[N:42]=[CH:41][C:40](C(Cl)=O)=[CH:39][N:38]=2)[CH:36]=[CH:35][CH:34]=[CH:33][CH:32]=1. Product: [CH2:1]([O:8][C:9]([N:11]1[CH2:16][CH2:15][N:14]([NH:17][C:18]([C:40]2[CH:41]=[N:42][C:37]([C:31]3[CH:32]=[CH:33][CH:34]=[CH:35][CH:36]=3)=[N:38][CH:39]=2)=[O:27])[C:13](=[O:28])[CH2:12]1)=[O:10])[C:2]1[CH:7]=[CH:6][CH:5]=[CH:4][CH:3]=1. The catalyst class is: 191. (3) Reactant: [CH2:1]([C:3]1[CH:4]=[C:5]([CH:9]=[C:10]([CH3:12])[N:11]=1)[C:6]([NH2:8])=O)[CH3:2].N1C=CC=CC=1.FC(F)(F)C(OC(=O)C(F)(F)F)=O. Product: [CH2:1]([C:3]1[CH:4]=[C:5]([C:6]#[N:8])[CH:9]=[C:10]([CH3:12])[N:11]=1)[CH3:2]. The catalyst class is: 34. (4) Reactant: C([O:8][C:9]1[CH:10]=[C:11]([C@@H:15]([NH:21][C:22]([C@@H:24]2[CH2:29][CH2:28][CH2:27][N:26]([C:30](=[O:46])[CH2:31][CH2:32][CH:33]3[CH2:38][CH2:37][N:36]([C:39]([O:41][C:42]([CH3:45])([CH3:44])[CH3:43])=[O:40])[CH2:35][CH2:34]3)[CH2:25]2)=[O:23])[CH2:16][C:17]([O:19][CH3:20])=[O:18])[CH:12]=[CH:13][CH:14]=1)C1C=CC=CC=1.CO. Product: [C:42]([O:41][C:39]([N:36]1[CH2:35][CH2:34][CH:33]([CH2:32][CH2:31][C:30]([N:26]2[CH2:27][CH2:28][CH2:29][C@@H:24]([C:22](=[O:23])[NH:21][C@H:15]([C:11]3[CH:12]=[CH:13][CH:14]=[C:9]([OH:8])[CH:10]=3)[CH2:16][C:17]([O:19][CH3:20])=[O:18])[CH2:25]2)=[O:46])[CH2:38][CH2:37]1)=[O:40])([CH3:45])([CH3:43])[CH3:44]. The catalyst class is: 78. (5) Reactant: [C:1]([O:5][C:6]([N:8]1[CH:12]=[C:11]([NH:13][C:14]2[N:19]=[C:18]([NH:20][C:21]3[CH:26]=[CH:25][C:24]([O:27][CH3:28])=[CH:23][CH:22]=3)[C:17]([N+:29]([O-])=O)=[CH:16][N:15]=2)[CH:10]=[N:9]1)=[O:7])([CH3:4])([CH3:3])[CH3:2]. Product: [C:1]([O:5][C:6]([N:8]1[CH:12]=[C:11]([NH:13][C:14]2[N:19]=[C:18]([NH:20][C:21]3[CH:22]=[CH:23][C:24]([O:27][CH3:28])=[CH:25][CH:26]=3)[C:17]([NH2:29])=[CH:16][N:15]=2)[CH:10]=[N:9]1)=[O:7])([CH3:4])([CH3:3])[CH3:2]. The catalyst class is: 403. (6) The catalyst class is: 1. Reactant: [NH2:1][C:2]1[CH:3]=[CH:4][C:5]([N:10]2[CH2:15][CH2:14][N:13]([CH:16]([C:24]3[CH:29]=[CH:28][C:27]([F:30])=[CH:26][CH:25]=3)[C:17]3[CH:22]=[CH:21][C:20]([F:23])=[CH:19][CH:18]=3)[CH2:12][CH2:11]2)=[C:6]([CH:9]=1)[C:7]#[N:8].C(N(CC)CC)C.[CH2:38]([CH:40]([CH2:44][CH3:45])[C:41](Cl)=[O:42])[CH3:39]. Product: [F:30][C:27]1[CH:26]=[CH:25][C:24]([CH:16]([C:17]2[CH:18]=[CH:19][C:20]([F:23])=[CH:21][CH:22]=2)[N:13]2[CH2:14][CH2:15][N:10]([C:5]3[CH:4]=[CH:3][C:2]([NH:1][C:41](=[O:42])[CH:40]([CH2:44][CH3:45])[CH2:38][CH3:39])=[CH:9][C:6]=3[C:7]#[N:8])[CH2:11][CH2:12]2)=[CH:29][CH:28]=1. (7) Reactant: [Cl:1][C:2]1[CH:3]=[C:4]([CH:16]=[C:17]([Cl:19])[CH:18]=1)[N:5]([CH2:7][C:8]1[CH:15]=[C:11]2[O:12][CH2:13][CH2:14][N:10]2[N:9]=1)[CH3:6].F[C:21](F)(F)S(OC)(=O)=O.[I-].[Na+].CC1C=CC(S(O)(=O)=O)=CC=1.CC([O-])(C)C.[K+]. Product: [Cl:1][C:2]1[CH:3]=[C:4]([N:5]([CH2:7][C:8]2[N:9]([CH3:21])[N:10]([CH:14]=[CH2:13])[C:11](=[O:12])[CH:15]=2)[CH3:6])[CH:16]=[C:17]([Cl:19])[CH:18]=1. The catalyst class is: 10. (8) Reactant: [F:1][C:2]1[C:7]([F:8])=[CH:6][C:5]([N:9]2[CH2:14][CH2:13][N:12]([CH2:15][CH2:16][C:17]([F:20])([F:19])[F:18])[CH2:11][CH2:10]2)=[C:4]([N+:21]([O-])=O)[CH:3]=1.Cl[Sn]Cl. Product: [F:8][C:7]1[C:2]([F:1])=[CH:3][C:4]([NH2:21])=[C:5]([N:9]2[CH2:10][CH2:11][N:12]([CH2:15][CH2:16][C:17]([F:19])([F:20])[F:18])[CH2:13][CH2:14]2)[CH:6]=1. The catalyst class is: 14. (9) Reactant: [CH2:1]([NH:8][C:9]1[C:18]2[CH2:17][C:16](=[CH2:19])[CH2:15][CH2:14][C:13]=2[CH:12]=[CH:11][CH:10]=1)[C:2]1[CH:7]=[CH:6][CH:5]=[CH:4][CH:3]=1.B1(B2C3CCCC2CCC3)C2CCCC1CCC2.[OH-].[Na+].OO. Product: [CH2:1]([NH:8][C:9]1[C:18]2[CH2:17][CH:16]([CH3:19])[CH2:15][CH2:14][C:13]=2[CH:12]=[CH:11][CH:10]=1)[C:2]1[CH:3]=[CH:4][CH:5]=[CH:6][CH:7]=1. The catalyst class is: 7. (10) Reactant: [P:1]([O:9]CC)([O:6][CH2:7][CH3:8])([O:3][CH2:4][CH3:5])=[O:2].COC(=O)[O-].[CH2:17]([N+:19]1[CH:23]=[CH:22][N:21]([CH3:24])[CH:20]=1)[CH3:18]. Product: [CH2:4]([O:3][P:1]([O-:9])([O:6][CH2:7][CH3:8])=[O:2])[CH3:5].[CH2:17]([N+:19]1[CH:23]=[CH:22][N:21]([CH3:24])[CH:20]=1)[CH3:18]. The catalyst class is: 5.